Dataset: Full USPTO retrosynthesis dataset with 1.9M reactions from patents (1976-2016). Task: Predict the reactants needed to synthesize the given product. (1) Given the product [CH3:15][O:14][C:12](=[O:13])[CH2:11][O:10][CH:9]([C:16]1[CH:21]=[CH:20][CH:19]=[CH:18][CH:17]=1)[CH2:8][C:7]1[C:2]([C:22]([O:25][CH3:27])=[O:24])=[N:3][CH:4]=[CH:5][CH:6]=1, predict the reactants needed to synthesize it. The reactants are: Br[C:2]1[C:7]([CH2:8][CH:9]([C:16]2[CH:21]=[CH:20][CH:19]=[CH:18][CH:17]=2)[O:10][CH2:11][C:12]([O:14][CH3:15])=[O:13])=[CH:6][CH:5]=[CH:4][N:3]=1.[C:22]([O-:25])(=[O:24])C.[Na+].[CH3:27]O. (2) Given the product [Cl:37][C:38]1[CH:39]=[C:40]([CH:45]([NH:47][CH2:48][CH2:49][CH2:50][NH:51][C:15](=[O:17])[CH2:14][CH2:13][C:11]2[S:10][C:8]3[C:7]([N:12]=2)=[CH:6][CH:5]=[C:4]([NH:3][CH3:2])[N:9]=3)[CH3:46])[CH:41]=[CH:42][C:43]=1[Cl:44], predict the reactants needed to synthesize it. The reactants are: Cl.[CH3:2][NH:3][C:4]1[N:9]=[C:8]2[S:10][C:11]([CH2:13][CH2:14][C:15]([OH:17])=O)=[N:12][C:7]2=[CH:6][CH:5]=1.C1N=CN(C(N2C=NC=C2)=O)C=1.C(N(CC)CC)C.[Cl:37][C:38]1[CH:39]=[C:40]([CH:45]([NH:47][CH2:48][CH2:49][CH2:50][NH2:51])[CH3:46])[CH:41]=[CH:42][C:43]=1[Cl:44]. (3) The reactants are: [CH3:1][C:2]1[CH:7]=[C:6]([O:8][CH2:9][C:10]([CH3:13])([CH3:12])[CH3:11])[CH:5]=[C:4]([CH3:14])[C:3]=1[C:15]1[CH:20]=[CH:19][CH:18]=[C:17]([CH2:21][O:22][C:23]2[CH:28]=[CH:27][C:26]([C:29]3([CH2:33][C:34]([O:36]CC)=[O:35])[CH2:32][O:31][CH2:30]3)=[CH:25][CH:24]=2)[CH:16]=1.O.[OH-].[Li+]. Given the product [CH3:1][C:2]1[CH:7]=[C:6]([O:8][CH2:9][C:10]([CH3:13])([CH3:11])[CH3:12])[CH:5]=[C:4]([CH3:14])[C:3]=1[C:15]1[CH:20]=[CH:19][CH:18]=[C:17]([CH2:21][O:22][C:23]2[CH:24]=[CH:25][C:26]([C:29]3([CH2:33][C:34]([OH:36])=[O:35])[CH2:30][O:31][CH2:32]3)=[CH:27][CH:28]=2)[CH:16]=1, predict the reactants needed to synthesize it. (4) Given the product [C:14]([O:18][C:19]([N:21]1[CH2:26][CH2:25][CH:24]([N:27]2[CH:31]=[C:30]([C:32]3[CH:33]=[N:34][C:35]([NH2:39])=[C:36]([C:2]4[CH:3]=[CH:4][C:5]5[C:10](=[CH:9][CH:8]=[CH:7][CH:6]=5)[CH:1]=4)[CH:37]=3)[CH:29]=[N:28]2)[CH2:23][CH2:22]1)=[O:20])([CH3:17])([CH3:15])[CH3:16], predict the reactants needed to synthesize it. The reactants are: [CH:1]1[C:10]2[C:5](=[CH:6][CH:7]=[CH:8][CH:9]=2)[CH:4]=[CH:3][C:2]=1B(O)O.[C:14]([O:18][C:19]([N:21]1[CH2:26][CH2:25][CH:24]([N:27]2[CH:31]=[C:30]([C:32]3[CH:33]=[N:34][C:35]([NH2:39])=[C:36](Br)[CH:37]=3)[CH:29]=[N:28]2)[CH2:23][CH2:22]1)=[O:20])([CH3:17])([CH3:16])[CH3:15].C(OC(N1CCC(N2C=C(C3C(N)=NC=C(Br)C=3)C=N2)CC1)=O)(C)(C)C.O1CCOCC1.C([O-])([O-])=O.[Cs+].[Cs+].O.C(OC(N1CCC(N2C=C(C3C(N)=NC=C(C4C=CC5C(=CC=CC=5)C=4)C=3)C=N2)CC1)=O)(C)(C)C. (5) Given the product [CH:40]1([N:31]2[CH2:32][C:33]([F:38])([F:39])[C:34](=[O:37])[N:35]([CH3:36])[C:29]3[CH:28]=[N:27][C:26]([NH:25][C:22]4[CH:23]=[CH:24][C:19]([C:18]([NH:17][CH2:16][CH2:15][CH2:14][N:11]5[CH2:10][CH2:9][NH:8][CH2:13][CH2:12]5)=[O:48])=[CH:20][C:21]=4[O:46][CH3:47])=[N:45][C:30]2=3)[CH2:44][CH2:43][CH2:42][CH2:41]1, predict the reactants needed to synthesize it. The reactants are: C(OC([N:8]1[CH2:13][CH2:12][N:11]([CH2:14][CH2:15][CH2:16][NH:17][C:18](=[O:48])[C:19]2[CH:24]=[CH:23][C:22]([NH:25][C:26]3[N:27]=[CH:28][C:29]4[N:35]([CH3:36])[C:34](=[O:37])[C:33]([F:39])([F:38])[CH2:32][N:31]([CH:40]5[CH2:44][CH2:43][CH2:42][CH2:41]5)[C:30]=4[N:45]=3)=[C:21]([O:46][CH3:47])[CH:20]=2)[CH2:10][CH2:9]1)=O)(C)(C)C.FC(F)(F)C(O)=O. (6) Given the product [Br:1][C:2]1[CH:7]=[CH:6][C:5]([O:8][CH2:12][CH2:13][CH2:14][C:15]([O:17][CH2:18][CH3:19])=[O:16])=[C:4]([O:9][CH3:10])[CH:3]=1, predict the reactants needed to synthesize it. The reactants are: [Br:1][C:2]1[CH:7]=[CH:6][C:5]([OH:8])=[C:4]([O:9][CH3:10])[CH:3]=1.Br[CH2:12][CH2:13][CH2:14][C:15]([O:17][CH2:18][CH3:19])=[O:16].C(=O)([O-])[O-].[K+].[K+]. (7) Given the product [C:23]([NH:26][C:2]1[CH:3]=[N:4][C:5]2[C:10]([N:11]=1)=[C:9]([C:12]1[NH:20][C:19]3[CH2:18][CH2:17][NH:16][C:15](=[O:21])[C:14]=3[CH:13]=1)[CH:8]=[CH:7][CH:6]=2)([CH3:25])([CH3:24])[CH3:22], predict the reactants needed to synthesize it. The reactants are: F[C:2]1[CH:3]=[N:4][C:5]2[C:10]([N:11]=1)=[C:9]([C:12]1[NH:20][C:19]3[CH2:18][CH2:17][NH:16][C:15](=[O:21])[C:14]=3[CH:13]=1)[CH:8]=[CH:7][CH:6]=2.[CH3:22][C:23]([NH2:26])([CH3:25])[CH3:24]. (8) Given the product [Si:17]([O:1][CH2:2][C:3]([O:5][CH2:6][CH3:7])=[O:4])([C:13]([CH3:16])([CH3:15])[CH3:14])([CH3:19])[CH3:18], predict the reactants needed to synthesize it. The reactants are: [OH:1][CH2:2][C:3]([O:5][CH2:6][CH3:7])=[O:4].N1C=CN=C1.[C:13]([Si:17](Cl)([CH3:19])[CH3:18])([CH3:16])([CH3:15])[CH3:14].